The task is: Predict which catalyst facilitates the given reaction.. This data is from Catalyst prediction with 721,799 reactions and 888 catalyst types from USPTO. (1) Reactant: [NH:1]1[CH:5]=[N:4][C:3]([C:6]2[CH:7]=[CH:8][C:9]([CH3:18])=[C:10]([CH2:12][NH:13][C:14](=[O:17])[O:15][CH3:16])[CH:11]=2)=[N:2]1.CN[C@@H]1CCCC[C@H]1NC.C(=O)([O-])[O-].[K+].[K+].Br[C:36]1[CH:41]=[CH:40][C:39]([O:42][CH3:43])=[CH:38][C:37]=1[CH3:44]. Product: [CH3:43][O:42][C:39]1[CH:40]=[CH:41][C:36]([N:1]2[CH:5]=[N:4][C:3]([C:6]3[CH:7]=[CH:8][C:9]([CH3:18])=[C:10]([CH2:12][NH:13][C:14](=[O:17])[O:15][CH3:16])[CH:11]=3)=[N:2]2)=[C:37]([CH3:44])[CH:38]=1. The catalyst class is: 185. (2) Reactant: [N:1]([N:3]1[C:9]2[CH:10]=[CH:11][CH:12]=[CH:13][C:8]=2[CH2:7][CH2:6][CH2:5][CH2:4]1)=O.[H-].[H-].[H-].[H-].[Li+].[Al+3]. Product: [N:3]1([NH2:1])[C:9]2[CH:10]=[CH:11][CH:12]=[CH:13][C:8]=2[CH2:7][CH2:6][CH2:5][CH2:4]1. The catalyst class is: 1.